This data is from Reaction yield outcomes from USPTO patents with 853,638 reactions. The task is: Predict the reaction yield, written as a fraction of the theoretical maximum amount of product (1.0 means a 100% yield; for example, 0.34 means a 34% yield). The reactants are [N:1]1([CH2:7][CH2:8][O:9][C:10]2[C:19]3[C:14](=[CH:15][CH:16]=[CH:17][CH:18]=3)[C:13]([NH2:20])=[CH:12][CH:11]=2)[CH2:6][CH2:5][O:4][CH2:3][CH2:2]1.[Cl:21][C:22]1[CH:23]=[C:24]([CH:28]=[CH:29][N:30]=1)[C:25](Cl)=[O:26].CCN(C(C)C)C(C)C. The yield is 0.510. The catalyst is C1COCC1. The product is [Cl:21][C:22]1[CH:23]=[C:24]([CH:28]=[CH:29][N:30]=1)[C:25]([NH:20][C:13]1[C:14]2[C:19](=[CH:18][CH:17]=[CH:16][CH:15]=2)[C:10]([O:9][CH2:8][CH2:7][N:1]2[CH2:6][CH2:5][O:4][CH2:3][CH2:2]2)=[CH:11][CH:12]=1)=[O:26].